Dataset: Forward reaction prediction with 1.9M reactions from USPTO patents (1976-2016). Task: Predict the product of the given reaction. (1) Given the reactants [CH3:1][N:2]([CH3:15])[CH2:3][CH2:4][CH2:5][CH2:6][CH2:7][CH2:8][CH2:9][CH2:10][CH2:11][CH2:12][CH2:13][CH3:14].[Cl:16][CH2:17][CH:18]([OH:21])[CH2:19][OH:20], predict the reaction product. The product is: [Cl-:16].[OH:21][CH:18]([CH2:19][OH:20])[CH2:17][N+:2]([CH2:3][CH2:4][CH2:5][CH2:6][CH2:7][CH2:8][CH2:9][CH2:10][CH2:11][CH2:12][CH2:13][CH3:14])([CH3:1])[CH3:15]. (2) The product is: [C:24]([O:28][C:29]([NH:31][C@@H:32]([C:34]1[C:35]([F:63])=[C:36]([C:2]2[CH:11]=[C:10]3[C:5]([CH2:6][CH2:7][CH2:8][N:9]3[CH2:12][C:13]3[CH:18]=[CH:17][CH:16]=[CH:15][C:14]=3[CH2:19][C:20]([O:22][CH3:23])=[O:21])=[CH:4][CH:3]=2)[CH:37]=[CH:38][CH:39]=1)[CH3:33])=[O:30])([CH3:25])([CH3:26])[CH3:27]. Given the reactants Br[C:2]1[CH:11]=[C:10]2[C:5]([CH2:6][CH2:7][CH2:8][N:9]2[CH2:12][C:13]2[CH:18]=[CH:17][CH:16]=[CH:15][C:14]=2[CH2:19][C:20]([O:22][CH3:23])=[O:21])=[CH:4][CH:3]=1.[C:24]([O:28][C:29]([NH:31][C@@H:32]([C:34]1[C:35]([F:63])=[C:36](C2C=C(O)C=C(COC3C=CC=CC=3CC(OC(C)(C)C)=O)C=2)[CH:37]=[CH:38][CH:39]=1)[CH3:33])=[O:30])([CH3:27])([CH3:26])[CH3:25], predict the reaction product. (3) Given the reactants [NH2:1][C:2]1[C:3]([C:19]2[O:23][C:22]([C:24]3[CH:33]=[CH:32][C:27]([C:28](OC)=[O:29])=[CH:26][CH:25]=3)=[N:21][N:20]=2)=[N:4][C:5]([C:8]2[CH:13]=[CH:12][C:11]([C:14](=O)[N:15]([CH3:17])[CH3:16])=[CH:10][CH:9]=2)=[CH:6][N:7]=1.CC(C[AlH]CC(C)C)C.Cl.[OH-].[Na+], predict the reaction product. The product is: [NH2:1][C:2]1[C:3]([C:19]2[O:23][C:22]([C:24]3[CH:25]=[CH:26][C:27]([CH2:28][OH:29])=[CH:32][CH:33]=3)=[N:21][N:20]=2)=[N:4][C:5]([C:8]2[CH:13]=[CH:12][C:11]([CH2:14][N:15]([CH3:17])[CH3:16])=[CH:10][CH:9]=2)=[CH:6][N:7]=1. (4) Given the reactants [C:1]([O:5][C:6]([N:8]1[CH2:13][CH2:12][CH:11]([NH2:14])[CH2:10][CH2:9]1)=[O:7])([CH3:4])([CH3:3])[CH3:2].[CH3:15][C:16]1[CH:29]=[C:28]([CH3:30])[C:27]([N+:31]([O-:33])=[O:32])=[CH:26][C:17]=1[CH2:18]NC1CCNCC1.[BH4-].[Na+].C(O)(=O)C, predict the reaction product. The product is: [C:1]([O:5][C:6]([N:8]1[CH2:13][CH2:12][CH:11]([NH:14][CH2:18][C:17]2[CH:26]=[C:27]([N+:31]([O-:33])=[O:32])[C:28]([CH3:30])=[CH:29][C:16]=2[CH3:15])[CH2:10][CH2:9]1)=[O:7])([CH3:4])([CH3:2])[CH3:3]. (5) The product is: [F:1][C:2]1[C:11]2[N:10]=[N:9][C:8]3[C:12](=[O:14])[N:16]([C:18]4[CH:19]=[CH:20][C:21]([C:22]([OH:24])=[O:23])=[CH:25][CH:26]=4)[NH:17][C:7]=3[C:6]=2[CH:5]=[CH:4][CH:3]=1. Given the reactants [F:1][C:2]1[CH:3]=[CH:4][CH:5]=[C:6]2[C:11]=1[N:10]=[N:9][C:8]([C:12]([O-:14])=O)=[C:7]2O.[NH:16]([C:18]1[CH:26]=[CH:25][C:21]([C:22]([OH:24])=[O:23])=[CH:20][CH:19]=1)[NH2:17], predict the reaction product. (6) Given the reactants [OH:1][CH2:2][C:3]1[N:8]=[CH:7][C:6]([C:9]([O:11][CH3:12])=[O:10])=[CH:5][CH:4]=1.[C:26]1(P([C:26]2[CH:31]=[CH:30][CH:29]=[CH:28][CH:27]=2)[C:26]2[CH:31]=[CH:30][CH:29]=[CH:28][CH:27]=2)[CH:31]=[CH:30][CH:29]=[CH:28][CH:27]=1.C[CH:33]([O:35][C:36](/N=N/[C:36]([O:35][CH:33](C)C)=[O:37])=[O:37])C, predict the reaction product. The product is: [CH3:33][O:35][C:36]([C:26]1[CH:27]=[CH:28][CH:29]=[CH:30][C:31]=1[O:1][CH2:2][C:3]1[N:8]=[CH:7][C:6]([C:9]([O:11][CH3:12])=[O:10])=[CH:5][CH:4]=1)=[O:37]. (7) The product is: [CH3:11][C:8]1([CH3:12])[O:7][C@:6]([CH3:13])([CH:4]=[O:5])[CH2:10][O:9]1. Given the reactants CON(C)[C:4]([C@:6]1([CH3:13])[CH2:10][O:9][C:8]([CH3:12])([CH3:11])[O:7]1)=[O:5].CC(C[AlH]CC(C)C)C, predict the reaction product.